Predict the reactants needed to synthesize the given product. From a dataset of Full USPTO retrosynthesis dataset with 1.9M reactions from patents (1976-2016). (1) Given the product [CH3:13][C:11]1[CH:10]=[C:9]([C:14]2[CH:19]=[CH:18][C:17]([C:20]([F:23])([F:22])[F:21])=[CH:16][CH:15]=2)[N:8]=[C:7]([N:5]2[CH:6]=[C:2]([C:28]3[CH:27]=[N:26][C:25]([NH2:24])=[N:30][CH:29]=3)[N:3]=[CH:4]2)[N:12]=1, predict the reactants needed to synthesize it. The reactants are: Br[C:2]1[N:3]=[CH:4][N:5]([C:7]2[N:12]=[C:11]([CH3:13])[CH:10]=[C:9]([C:14]3[CH:19]=[CH:18][C:17]([C:20]([F:23])([F:22])[F:21])=[CH:16][CH:15]=3)[N:8]=2)[CH:6]=1.[NH2:24][C:25]1[N:30]=[CH:29][C:28](B2OC(C)(C)C(C)(C)O2)=[CH:27][N:26]=1. (2) Given the product [CH3:17][C:18]1[CH:23]=[CH:22][C:21]([N+:24]([O-:26])=[O:25])=[CH:20][C:19]=1[NH:27][C:28](=[O:29])[N:2]([C:3]1[N:8]=[CH:7][N:6]=[C:5]([NH:9][C:10](=[O:16])[O:11][C:12]([CH3:14])([CH3:13])[CH3:15])[CH:4]=1)[CH3:1], predict the reactants needed to synthesize it. The reactants are: [CH3:1][NH:2][C:3]1[N:8]=[CH:7][N:6]=[C:5]([NH:9][C:10](=[O:16])[O:11][C:12]([CH3:15])([CH3:14])[CH3:13])[CH:4]=1.[CH3:17][C:18]1[CH:23]=[CH:22][C:21]([N+:24]([O-:26])=[O:25])=[CH:20][C:19]=1[N:27]=[C:28]=[O:29].CO. (3) The reactants are: [Br:1][C:2]1[C:10]2[C:6](=[CH:7][N:8]([CH3:11])[N:9]=2)[CH:5]=[CH:4][CH:3]=1.C([N-]C(C)C)(C)C.[Li+].CN(C)[CH:22]=[O:23]. Given the product [Br:1][C:2]1[C:10]2[C:6](=[C:7]([CH:22]=[O:23])[N:8]([CH3:11])[N:9]=2)[CH:5]=[CH:4][CH:3]=1, predict the reactants needed to synthesize it. (4) Given the product [CH:24]1([NH:28][C:29](=[O:40])[NH:30][C:31]2[CH:32]=[CH:33][C:34]([C:35]([N:11]3[CH2:12][CH2:13][N:8]([CH2:14][C:15]4[O:16][CH:17]=[C:18]([C:20]([O:22][CH3:23])=[O:21])[N:19]=4)[CH2:9][CH2:10]3)=[O:36])=[CH:38][CH:39]=2)[CH2:25][CH2:26][CH2:27]1, predict the reactants needed to synthesize it. The reactants are: FC(F)(F)C(O)=O.[N:8]1([CH2:14][C:15]2[O:16][CH:17]=[C:18]([C:20]([O:22][CH3:23])=[O:21])[N:19]=2)[CH2:13][CH2:12][NH:11][CH2:10][CH2:9]1.[CH:24]1([NH:28][C:29](=[O:40])[NH:30][C:31]2[CH:39]=[CH:38][C:34]([C:35](O)=[O:36])=[CH:33][CH:32]=2)[CH2:27][CH2:26][CH2:25]1.C(N(CC)C(C)C)(C)C. (5) Given the product [Br:3][C:4]1[C:9]([SH:10])=[C:8]([CH:7]=[CH:6][CH:5]=1)[CH2:11][OH:12], predict the reactants needed to synthesize it. The reactants are: [BH4-].[Na+].[Br:3][C:4]1[C:9]([SH:10])=[C:8]([CH:11]=[O:12])[CH:7]=[CH:6][CH:5]=1. (6) Given the product [NH2:12][C:11]1[C:2]([I:1])=[CH:3][C:4]([C:15]([F:16])([F:17])[F:18])=[C:5]([CH:10]=1)[C:6]([O:8][CH3:9])=[O:7].[NH2:34][C:21]1[C:22]([C:30]([F:33])([F:31])[F:32])=[C:23]([CH:28]=[CH:29][C:20]=1[I:19])[C:24]([O:26][CH3:27])=[O:25], predict the reactants needed to synthesize it. The reactants are: [I:1][C:2]1[C:11]([N+:12]([O-])=O)=[CH:10][C:5]([C:6]([O:8][CH3:9])=[O:7])=[C:4]([C:15]([F:18])([F:17])[F:16])[CH:3]=1.[I:19][C:20]1[CH:29]=[CH:28][C:23]([C:24]([O:26][CH3:27])=[O:25])=[C:22]([C:30]([F:33])([F:32])[F:31])[C:21]=1[N+:34]([O-])=O.